From a dataset of Blood-brain barrier permeability classification from the B3DB database. Regression/Classification. Given a drug SMILES string, predict its absorption, distribution, metabolism, or excretion properties. Task type varies by dataset: regression for continuous measurements (e.g., permeability, clearance, half-life) or binary classification for categorical outcomes (e.g., BBB penetration, CYP inhibition). Dataset: b3db_classification. (1) The molecule is O=C(O)[C@H](CCc1ccccc1)N[C@@H]1CCCN2CCC[C@@H](C(=O)O)N2C1=O. The result is 0 (does not penetrate BBB). (2) The drug is C[N+](C)(C)CCO. The result is 1 (penetrates BBB). (3) The compound is CO/N=C(/C(=O)N[C@@H]1C(=O)N2C(C(=O)OCOC(=O)C(C)(C)C)=C(C)CS[C@H]12)c1csc(N)n1. The result is 0 (does not penetrate BBB). (4) The drug is C#CCN(C)Cc1ccccc1. The result is 1 (penetrates BBB). (5) The drug is Oc1ccc2c(Oc3ccc(OCCN4CCCCC4)cc3)c(-c3ccc(F)cc3)ccc2c1. The result is 1 (penetrates BBB).